From a dataset of Full USPTO retrosynthesis dataset with 1.9M reactions from patents (1976-2016). Predict the reactants needed to synthesize the given product. (1) Given the product [Cl:1][C:2]1[CH:3]=[C:4]([CH2:9][CH2:10][O:11][C:13]2[CH:23]=[C:17]3[N:18]([CH3:22])[CH2:19][CH2:20][CH2:21][N:16]3[C:15](=[O:24])[N:14]=2)[CH:5]=[CH:6][C:7]=1[Cl:8], predict the reactants needed to synthesize it. The reactants are: [Cl:1][C:2]1[CH:3]=[C:4]([CH2:9][CH2:10][OH:11])[CH:5]=[CH:6][C:7]=1[Cl:8].Cl[C:13]1[CH:23]=[C:17]2[N:18]([CH3:22])[CH2:19][CH2:20][CH2:21][N:16]2[C:15](=[O:24])[N:14]=1. (2) Given the product [Cl:15][C:16]1[CH:17]=[C:18]([C:22]2[S:26][C:25]([CH3:27])=[N:24][C:23]=2[C:28]([N:3]2[CH2:4][C@H:5]3[C@H:1]([CH2:6]3)[C@H:2]2[CH2:7][NH:8][C:9](=[O:14])[C:10]([F:12])([F:11])[F:13])=[O:29])[CH:19]=[CH:20][CH:21]=1, predict the reactants needed to synthesize it. The reactants are: [C@H:1]12[CH2:6][C@H:5]1[CH2:4][NH:3][C@@H:2]2[CH2:7][NH:8][C:9](=[O:14])[C:10]([F:13])([F:12])[F:11].[Cl:15][C:16]1[CH:17]=[C:18]([C:22]2[S:26][C:25]([CH3:27])=[N:24][C:23]=2[C:28](O)=[O:29])[CH:19]=[CH:20][CH:21]=1. (3) Given the product [CH2:19]([C:18]1[O:16][C:14]2[C:15]3[CH:7]([CH2:6][CH2:5][NH:4][C:1](=[O:3])[CH3:2])[CH2:8][CH2:9][C:10]=3[CH:11]=[CH:12][C:13]=2[N:17]=1)[C:20]1[CH:21]=[CH:22][CH:23]=[CH:24][CH:25]=1, predict the reactants needed to synthesize it. The reactants are: [C:1]([NH:4][CH2:5][CH2:6][CH:7]1[C:15]2[C:10](=[CH:11][CH:12]=[C:13]([NH:17][C:18](=O)[CH2:19][C:20]3[CH:25]=[CH:24][CH:23]=[CH:22][CH:21]=3)[C:14]=2[OH:16])[CH2:9][CH2:8]1)(=[O:3])[CH3:2].C1(C)C=CC(S([O-])(=O)=O)=CC=1.[NH+]1C=CC=CC=1.